This data is from Forward reaction prediction with 1.9M reactions from USPTO patents (1976-2016). The task is: Predict the product of the given reaction. (1) Given the reactants [CH3:1][C:2]1[N:3]=[C:4]([C:12]2[CH:17]=[CH:16][C:15]([CH3:18])=[CH:14][CH:13]=2)[S:5][C:6]=1[C:7]([O:9]CC)=[O:8].[OH-].[Na+], predict the reaction product. The product is: [CH3:1][C:2]1[N:3]=[C:4]([C:12]2[CH:17]=[CH:16][C:15]([CH3:18])=[CH:14][CH:13]=2)[S:5][C:6]=1[C:7]([OH:9])=[O:8]. (2) Given the reactants C[O:2][C:3]([CH2:5][C:6]1[S:7][CH:8]=[CH:9][C:10]=1[C:11]([O:13]C)=[O:12])=[O:4].[OH-].[Na+], predict the reaction product. The product is: [C:3]([CH2:5][C:6]1[S:7][CH:8]=[CH:9][C:10]=1[C:11]([OH:13])=[O:12])([OH:4])=[O:2]. (3) The product is: [C:34]([O:33][C:31]([N:19]([C:13]1[C:12]([C:4]2[N:5]([S:27]([C:24]3[CH:25]=[CH:26][C:21]([CH3:20])=[CH:22][CH:23]=3)(=[O:29])=[O:28])[C:6]3[CH:11]=[CH:10][CH:9]=[CH:8][C:7]=3[N:3]=2)=[N:17][C:16]([Br:18])=[CH:15][N:14]=1)[C:31](=[O:32])[O:33][C:34]([CH3:37])([CH3:36])[CH3:35])=[O:32])([CH3:37])([CH3:36])[CH3:35]. Given the reactants [H-].[Na+].[NH:3]1[C:7]2[CH:8]=[CH:9][CH:10]=[CH:11][C:6]=2[N:5]=[C:4]1[C:12]1[C:13]([NH2:19])=[N:14][CH:15]=[C:16]([Br:18])[N:17]=1.[CH3:20][C:21]1[CH:26]=[CH:25][C:24]([S:27](Cl)(=[O:29])=[O:28])=[CH:23][CH:22]=1.[C:31](O[C:31]([O:33][C:34]([CH3:37])([CH3:36])[CH3:35])=[O:32])([O:33][C:34]([CH3:37])([CH3:36])[CH3:35])=[O:32], predict the reaction product. (4) Given the reactants N(C(C)=O)[C@H](C(N[C@H](C(N[C@@H](C(N[C@H](C(N[C@@H](C(N[C@H](C([NH:113][C@H:114]([C:125]([NH:127][C@H:128]([C:136]([O:138][CH3:139])=[O:137])[CH2:129][S:130][CH2:131][NH:132][C:133]([CH3:135])=[O:134])=[O:126])[CH2:115][C:116]1[C:124]2[C:119](=[CH:120][CH:121]=[CH:122][CH:123]=2)[NH:118][CH:117]=1)=O)CCCNC(=N)NS(C1C(C)=C2C(OC(C2)(C)C)=C(C)C=1C)(=O)=O)=O)CC1C=CC=CC=1)=O)CC1N=CN(C(C2C=CC=CC=2)(C2C=CC=CC=2)C2C=CC=CC=2)C=1)=O)C)=O)CSCNC(C)=O)=O)CCCNC(=N)NS(C1C(C)=C2C(OC(C2)(C)C)=C(C)C=1C)(=O)=O.N(C(C)=O)[C@H](C(N[C@H](C(N[C@@H](C(N[C@H](C(N[C@@H](C(N[C@H](C(NN)=O)CCCNC(=N)NS(C1C(C)=C2C(OC(C2)(C)C)=C(C)C=1C)(=O)=O)=O)CC1C=CC=CC=1)=O)CC1N=CN(C(C2C=CC=CC=2)(C2C=CC=CC=2)C2C=CC=CC=2)C=1)=O)C)=O)CSCNC(C)=O)=O)CCCNC(=N)NS(C1C(C)=C2C(OC(C2)(C)C)=C(C)C=1C)(=O)=O, predict the reaction product. The product is: [NH2:113][C@H:114]([C:125]([NH:127][C@H:128]([C:136]([O:138][CH3:139])=[O:137])[CH2:129][S:130][CH2:131][NH:132][C:133]([CH3:135])=[O:134])=[O:126])[CH2:115][C:116]1[C:124]2[C:119](=[CH:120][CH:121]=[CH:122][CH:123]=2)[NH:118][CH:117]=1. (5) Given the reactants [CH2:1]([C:8]1[CH:9]=[C:10]([S:14][CH2:15][C:16]([OH:33])([CH3:32])[C:17]([NH:19][C:20]2[CH:25]=[CH:24][C:23]([C:26]#[N:27])=[C:22]([C:28]([F:31])([F:30])[F:29])[CH:21]=2)=[O:18])[CH:11]=[CH:12][CH:13]=1)[C:2]1[CH:7]=[CH:6][CH:5]=[CH:4][CH:3]=1.OO.FC(F)(F)C(OC(=O)C(F)(F)F)=[O:39].[OH2:49], predict the reaction product. The product is: [CH2:1]([C:8]1[CH:9]=[C:10]([S:14]([CH2:15][C:16]([OH:33])([CH3:32])[C:17]([NH:19][C:20]2[CH:25]=[CH:24][C:23]([C:26]#[N:27])=[C:22]([C:28]([F:31])([F:29])[F:30])[CH:21]=2)=[O:18])(=[O:39])=[O:49])[CH:11]=[CH:12][CH:13]=1)[C:2]1[CH:7]=[CH:6][CH:5]=[CH:4][CH:3]=1. (6) The product is: [C:19]1([C:2]2[N:7]=[CH:6][N:5]=[C:4]3[N:8]([CH2:11][CH2:12][N:13]4[CH2:18][CH2:17][CH2:16][CH2:15][CH2:14]4)[N:9]=[CH:10][C:3]=23)[CH:24]=[CH:23][CH:22]=[CH:21][CH:20]=1. Given the reactants Cl[C:2]1[N:7]=[CH:6][N:5]=[C:4]2[N:8]([CH2:11][CH2:12][N:13]3[CH2:18][CH2:17][CH2:16][CH2:15][CH2:14]3)[N:9]=[CH:10][C:3]=12.[C:19]1(B(O)O)[CH:24]=[CH:23][CH:22]=[CH:21][CH:20]=1.C([O-])([O-])=O.[K+].[K+], predict the reaction product. (7) Given the reactants Br[CH2:2][C:3]([C:5]1[C:6]([CH3:17])=[N:7][O:8][C:9]=1[C:10]1[CH:15]=[CH:14][C:13]([Br:16])=[CH:12][CH:11]=1)=[O:4].[F:18][C:19]([F:23])([F:22])[CH2:20][SH:21], predict the reaction product. The product is: [Br:16][C:13]1[CH:14]=[CH:15][C:10]([C:9]2[O:8][N:7]=[C:6]([CH3:17])[C:5]=2[C:3](=[O:4])[CH2:2][S:21][CH2:20][C:19]([F:23])([F:22])[F:18])=[CH:11][CH:12]=1.